From a dataset of NCI-60 drug combinations with 297,098 pairs across 59 cell lines. Regression. Given two drug SMILES strings and cell line genomic features, predict the synergy score measuring deviation from expected non-interaction effect. (1) Drug 1: C1CCC(C(C1)N)N.C(=O)(C(=O)[O-])[O-].[Pt+4]. Drug 2: CC1C(C(CC(O1)OC2CC(CC3=C2C(=C4C(=C3O)C(=O)C5=C(C4=O)C(=CC=C5)OC)O)(C(=O)CO)O)N)O.Cl. Cell line: K-562. Synergy scores: CSS=49.9, Synergy_ZIP=-7.34, Synergy_Bliss=-7.77, Synergy_Loewe=-3.55, Synergy_HSA=-1.93. (2) Drug 1: CC(C)(C#N)C1=CC(=CC(=C1)CN2C=NC=N2)C(C)(C)C#N. Drug 2: CC1C(C(CC(O1)OC2CC(CC3=C2C(=C4C(=C3O)C(=O)C5=C(C4=O)C(=CC=C5)OC)O)(C(=O)CO)O)N)O.Cl. Cell line: MDA-MB-435. Synergy scores: CSS=43.2, Synergy_ZIP=-1.37, Synergy_Bliss=-0.486, Synergy_Loewe=0.0192, Synergy_HSA=0.623.